Dataset: TCR-epitope binding with 47,182 pairs between 192 epitopes and 23,139 TCRs. Task: Binary Classification. Given a T-cell receptor sequence (or CDR3 region) and an epitope sequence, predict whether binding occurs between them. (1) The epitope is KLPDDFTGCV. The TCR CDR3 sequence is CASSPFGVRYEQYF. Result: 1 (the TCR binds to the epitope). (2) The epitope is VVYRGTTTY. Result: 1 (the TCR binds to the epitope). The TCR CDR3 sequence is CASSSERAGANVLTF. (3) The epitope is KLWAQCVQL. The TCR CDR3 sequence is CASSLELLSEQYF. Result: 1 (the TCR binds to the epitope). (4) The epitope is LVLSVNPYV. The TCR CDR3 sequence is CASSSNGGGAFYNEQFF. Result: 0 (the TCR does not bind to the epitope). (5) The epitope is KLPDDFTGCV. The TCR CDR3 sequence is CASSLGGTNQPQHF. Result: 1 (the TCR binds to the epitope). (6) The epitope is YSEHPTFTSQY. The TCR CDR3 sequence is CASSLLRDSPTDTQYF. Result: 1 (the TCR binds to the epitope). (7) Result: 1 (the TCR binds to the epitope). The epitope is HTTDPSFLGRY. The TCR CDR3 sequence is CASSLVQEYSYEQYF.